Dataset: Reaction yield outcomes from USPTO patents with 853,638 reactions. Task: Predict the reaction yield, written as a fraction of the theoretical maximum amount of product (1.0 means a 100% yield; for example, 0.34 means a 34% yield). (1) The reactants are Br[C:2]1[C:3]([F:28])=[C:4]([N:8]2[CH:13]=[C:12]([O:14][CH3:15])[C:11](=[O:16])[C:10]([C:17]3[N:21]([C:22]4[CH:27]=[CH:26][CH:25]=[CH:24][CH:23]=4)[N:20]=[CH:19][CH:18]=3)=[N:9]2)[CH:5]=[CH:6][CH:7]=1.[NH:29]1[CH2:33][CH2:32][CH2:31][C:30]1=[O:34].CNCCNC.[O-]P([O-])([O-])=O.[K+].[K+].[K+].C([O-])(O)=O.[Na+]. The catalyst is O1CCOCC1.[Cu]I. The product is [F:28][C:3]1[C:2]([N:29]2[CH2:33][CH2:32][CH2:31][C:30]2=[O:34])=[CH:7][CH:6]=[CH:5][C:4]=1[N:8]1[CH:13]=[C:12]([O:14][CH3:15])[C:11](=[O:16])[C:10]([C:17]2[N:21]([C:22]3[CH:27]=[CH:26][CH:25]=[CH:24][CH:23]=3)[N:20]=[CH:19][CH:18]=2)=[N:9]1. The yield is 0.400. (2) The reactants are [C:1]1([CH2:7][S:8](Cl)(=[O:10])=[O:9])[CH:6]=[CH:5][CH:4]=[CH:3][CH:2]=1.C(N(C(C)C)CC)(C)C.[O:21]1[C:25]2[CH:26]=[CH:27][C:28]([C:30]3[N:34]=[C:33]([CH:35]4[CH2:40][CH2:39][NH:38][CH2:37][CH2:36]4)[NH:32][C:31]=3[C:41]3[CH:46]=[CH:45][CH:44]=[CH:43][N:42]=3)=[CH:29][C:24]=2[O:23][CH2:22]1.C(OC(N1CCC(C2NC(C3C=CC=CN=3)=C(C3C=CC4OCOC=4C=3)N=2)CC1)=O)C1C=CC=CC=1. No catalyst specified. The product is [O:21]1[C:25]2[CH:26]=[CH:27][C:28]([C:30]3[N:34]=[C:33]([CH:35]4[CH2:36][CH2:37][N:38]([S:8]([CH2:7][C:1]5[CH:6]=[CH:5][CH:4]=[CH:3][CH:2]=5)(=[O:10])=[O:9])[CH2:39][CH2:40]4)[NH:32][C:31]=3[C:41]3[CH:46]=[CH:45][CH:44]=[CH:43][N:42]=3)=[CH:29][C:24]=2[O:23][CH2:22]1. The yield is 0.100.